From a dataset of Forward reaction prediction with 1.9M reactions from USPTO patents (1976-2016). Predict the product of the given reaction. (1) Given the reactants [CH3:1][C:2]1[C:21]([N+:22]([O-])=O)=[CH:20][CH:19]=[CH:18][C:3]=1[O:4][CH2:5][C@@H:6]1[CH2:10][CH2:9][CH2:8][N:7]1[C:11]([O:13][C:14]([CH3:17])([CH3:16])[CH3:15])=[O:12], predict the reaction product. The product is: [NH2:22][C:21]1[C:2]([CH3:1])=[C:3]([CH:18]=[CH:19][CH:20]=1)[O:4][CH2:5][C@@H:6]1[CH2:10][CH2:9][CH2:8][N:7]1[C:11]([O:13][C:14]([CH3:17])([CH3:16])[CH3:15])=[O:12]. (2) Given the reactants [CH:1]([N:4]1[CH2:9][CH2:8][CH:7]([NH:10][C:11]([C:13]2[N:17]([CH2:18][C:19]3[CH:24]=[CH:23][CH:22]=[C:21]([O:25][CH3:26])[CH:20]=3)[C:16]3[CH:27]=[CH:28][CH:29]=[C:30]([C:31](O)=[O:32])[C:15]=3[N:14]=2)=[O:12])[CH2:6][CH2:5]1)([CH3:3])[CH3:2].[OH:34][CH:35]1[CH2:38][NH:37][CH2:36]1, predict the reaction product. The product is: [CH:1]([N:4]1[CH2:5][CH2:6][CH:7]([NH:10][C:11]([C:13]2[N:17]([CH2:18][C:19]3[CH:24]=[CH:23][CH:22]=[C:21]([O:25][CH3:26])[CH:20]=3)[C:16]3[CH:27]=[CH:28][CH:29]=[C:30]([C:31]([N:37]4[CH2:38][CH:35]([OH:34])[CH2:36]4)=[O:32])[C:15]=3[N:14]=2)=[O:12])[CH2:8][CH2:9]1)([CH3:3])[CH3:2]. (3) Given the reactants C(OC([N:8]1[CH2:17][CH2:16][CH2:15][C@H:9]1[C:10]([N:12]([CH3:14])[CH3:13])=[O:11])=O)(C)(C)C.[ClH:18], predict the reaction product. The product is: [ClH:18].[CH3:13][N:12]([CH3:14])[C:10](=[O:11])[C@@H:9]1[CH2:15][CH2:16][CH2:17][NH:8]1. (4) Given the reactants C1(N=C=NC2CCCCC2)CCCCC1.[C:16]([OH:35])(=[O:34])[CH2:17][CH2:18][CH2:19][CH2:20][CH2:21][CH2:22][CH2:23][CH2:24][CH2:25][CH2:26][CH2:27][CH2:28][CH2:29][CH2:30][CH2:31][CH2:32][CH3:33].[CH:36]([O:38][CH2:39][CH2:40][CH2:41][CH2:42]O)=[CH2:37].CN(C1C=CC=CN=1)C, predict the reaction product. The product is: [C:16]([O:35][CH2:42][CH2:41][CH2:40][CH2:39][O:38][CH:36]=[CH2:37])(=[O:34])[CH2:17][CH2:18][CH2:19][CH2:20][CH2:21][CH2:22][CH2:23][CH2:24][CH2:25][CH2:26][CH2:27][CH2:28][CH2:29][CH2:30][CH2:31][CH2:32][CH3:33]. (5) Given the reactants [NH2:1][C:2]1[N:7]=[C:6](Cl)[C:5]([C:9]#[N:10])=[C:4]([O:11][CH2:12][C:13]2[CH:18]=[CH:17][CH:16]=[CH:15][N:14]=2)[N:3]=1.[CH2:19]([OH:26])[C:20]1[CH:25]=[CH:24][CH:23]=[CH:22][CH:21]=1.C1CCN2C(=NCCC2)CC1, predict the reaction product. The product is: [NH2:1][C:2]1[N:7]=[C:6]([O:26][CH2:19][C:20]2[CH:25]=[CH:24][CH:23]=[CH:22][CH:21]=2)[C:5]([C:9]#[N:10])=[C:4]([O:11][CH2:12][C:13]2[CH:18]=[CH:17][CH:16]=[CH:15][N:14]=2)[N:3]=1. (6) Given the reactants Cl[CH2:2][CH2:3][O:4][C:5]1[C:14]2[C:9](=[CH:10][CH:11]=[CH:12][CH:13]=2)[C:8]([NH:15][C:16](=[O:30])[C:17]2[CH:22]=[C:21]([N:23]3[CH2:28][CH2:27][CH2:26][CH2:25][CH2:24]3)[CH:20]=[C:19]([F:29])[CH:18]=2)=[CH:7][CH:6]=1.[OH:31][CH2:32][CH:33]1[CH2:38][CH2:37][NH:36][CH2:35][CH2:34]1, predict the reaction product. The product is: [F:29][C:19]1[CH:18]=[C:17]([CH:22]=[C:21]([N:23]2[CH2:28][CH2:27][CH2:26][CH2:25][CH2:24]2)[CH:20]=1)[C:16]([NH:15][C:8]1[C:9]2[C:14](=[CH:13][CH:12]=[CH:11][CH:10]=2)[C:5]([O:4][CH2:3][CH2:2][N:36]2[CH2:37][CH2:38][CH:33]([CH2:32][OH:31])[CH2:34][CH2:35]2)=[CH:6][CH:7]=1)=[O:30].